Dataset: Reaction yield outcomes from USPTO patents with 853,638 reactions. Task: Predict the reaction yield, written as a fraction of the theoretical maximum amount of product (1.0 means a 100% yield; for example, 0.34 means a 34% yield). The reactants are F[C:2]1[CH:3]=[C:4]([CH:7]=[CH:8][C:9]=1[N+:10]([O-:12])=[O:11])[C:5]#[N:6].[C:13]1([C@@H:19]2[C@@H:23]([C:24]3[CH:29]=[CH:28][CH:27]=[CH:26][CH:25]=3)[O:22][C:21]3([CH2:34][CH2:33][CH2:32][C@H:31]([CH2:35][NH2:36])[CH2:30]3)[O:20]2)[CH:18]=[CH:17][CH:16]=[CH:15][CH:14]=1.C(=O)([O-])[O-].[K+].[K+].C(Cl)Cl. The catalyst is C(#N)C.CO. The product is [C:13]1([C@@H:19]2[C@@H:23]([C:24]3[CH:25]=[CH:26][CH:27]=[CH:28][CH:29]=3)[O:22][C:21]3([CH2:34][CH2:33][CH2:32][C@H:31]([CH2:35][NH:36][C:2]4[CH:3]=[C:4]([CH:7]=[CH:8][C:9]=4[N+:10]([O-:12])=[O:11])[C:5]#[N:6])[CH2:30]3)[O:20]2)[CH:14]=[CH:15][CH:16]=[CH:17][CH:18]=1. The yield is 0.880.